This data is from Forward reaction prediction with 1.9M reactions from USPTO patents (1976-2016). The task is: Predict the product of the given reaction. (1) The product is: [F:8][C:9]1[C:14]([F:15])=[CH:13][CH:12]=[CH:11][C:10]=1[C@H:16]1[CH2:22][N:21]2[C:23]([CH2:26][C:27]([F:30])([F:28])[F:29])=[CH:24][N:25]=[C:20]2[C@H:19]([NH:31][C:33]([N:52]2[CH2:53][CH2:54][C:49]3([NH:45][C:46](=[O:56])[NH:47][C:48]3=[O:55])[CH2:50][CH2:51]2)=[O:34])[CH2:18][CH2:17]1. Given the reactants C(N(CC)CC)C.[F:8][C:9]1[C:14]([F:15])=[CH:13][CH:12]=[CH:11][C:10]=1[C@H:16]1[CH2:22][N:21]2[C:23]([CH2:26][C:27]([F:30])([F:29])[F:28])=[CH:24][N:25]=[C:20]2[C@H:19]([NH2:31])[CH2:18][CH2:17]1.Cl[C:33](OC1C=CC([N+]([O-])=O)=CC=1)=[O:34].[NH:45]1[C:49]2([CH2:54][CH2:53][NH:52][CH2:51][CH2:50]2)[C:48](=[O:55])[NH:47][C:46]1=[O:56].C(=O)([O-])[O-].[Na+].[Na+], predict the reaction product. (2) Given the reactants [CH3:1][C@H:2]1[N:7]([C:8]2[NH:12][C:11]3[CH:13]=[C:14]([C:26]([F:29])([F:28])[F:27])[CH:15]=[C:16]([C:17]4[CH:22]=[C:21]([F:23])[C:20]([F:24])=[C:19]([F:25])[CH:18]=4)[C:10]=3[N:9]=2)[CH2:6][CH2:5][N:4]([C:30]2[N:35]=[CH:34][C:33]([CH2:36][OH:37])=[CH:32][C:31]=2[C:38]([F:41])([F:40])[F:39])[CH2:3]1, predict the reaction product. The product is: [CH3:1][C@H:2]1[N:7]([C:8]2[NH:9][C:10]3[C:16]([C:17]4[CH:18]=[C:19]([F:25])[C:20]([F:24])=[C:21]([F:23])[CH:22]=4)=[CH:15][C:14]([C:26]([F:29])([F:28])[F:27])=[CH:13][C:11]=3[N:12]=2)[CH2:6][CH2:5][N:4]([C:30]2[N:35]=[CH:34][C:33]([CH:36]=[O:37])=[CH:32][C:31]=2[C:38]([F:41])([F:39])[F:40])[CH2:3]1. (3) Given the reactants ClC1C(F)=CC(F)=C(C=1)C(NS(C)(=O)=O)=O.[Cl:17][C:18]1[C:19](F)=[CH:20][C:21]([F:33])=[C:22]([CH:32]=1)[C:23]([NH:25][S:26](=[O:31])(=[O:30])[N:27]([CH3:29])[CH3:28])=[O:24].C12(CO)CC3CC(CC(C3)C1)C2.[F:47][C:48]([F:56])([F:55])[C:49]1([CH2:53][OH:54])[CH2:52][CH2:51][CH2:50]1, predict the reaction product. The product is: [Cl:17][C:18]1[C:19]([O:54][CH2:53][C:49]2([C:48]([F:56])([F:55])[F:47])[CH2:52][CH2:51][CH2:50]2)=[CH:20][C:21]([F:33])=[C:22]([CH:32]=1)[C:23]([NH:25][S:26](=[O:31])(=[O:30])[N:27]([CH3:29])[CH3:28])=[O:24]. (4) Given the reactants CS(O[CH2:6][C:7]1[N:11]([C:12]2[CH:17]=[CH:16][C:15]([C:18]([NH:20][CH2:21][CH3:22])=[O:19])=[CH:14][CH:13]=2)[N:10]=[N:9][C:8]=1[C:23]([NH:25][CH:26]1[CH2:28][CH2:27]1)=[O:24])(=O)=O.C(=O)([O-])[O-].[K+].[K+].[NH:35]1[CH2:39][CH2:38][CH2:37][CH2:36]1, predict the reaction product. The product is: [CH:26]1([NH:25][C:23]([C:8]2[N:9]=[N:10][N:11]([C:12]3[CH:13]=[CH:14][C:15]([C:18]([NH:20][CH2:21][CH3:22])=[O:19])=[CH:16][CH:17]=3)[C:7]=2[CH2:6][N:35]2[CH2:39][CH2:38][CH2:37][CH2:36]2)=[O:24])[CH2:28][CH2:27]1. (5) Given the reactants [Br:1][C:2]1[CH:7]=[CH:6][CH:5]=[C:4]([Br:8])[N+:3]=1[O-:9].S(=O)(=O)(O)O.[N+:15]([O-])([OH:17])=[O:16], predict the reaction product. The product is: [Br:1][C:2]1[CH:7]=[C:6]([N+:15]([O-:17])=[O:16])[CH:5]=[C:4]([Br:8])[N+:3]=1[O-:9]. (6) The product is: [CH:22]1([NH:18][C:8]([CH:4]2[CH2:5][CH2:6][CH2:7][C:2](=[O:1])[CH2:3]2)=[O:10])[CH2:23][CH2:24][CH2:25][CH2:26][CH2:21]1. Given the reactants [O:1]=[C:2]1[CH2:7][CH2:6][CH2:5][CH:4]([C:8]([OH:10])=O)[CH2:3]1.F[P-](F)(F)(F)(F)F.[N:18]1(O[P+](N(C)C)(N(C)C)N(C)C)[C:22]2[CH:23]=[CH:24][CH:25]=[CH:26][C:21]=2N=N1.C1(N)CCCCC1.C(N(CC)C(C)C)(C)C, predict the reaction product. (7) Given the reactants [C:1]([O:5][C:6](=[O:20])[NH:7][C:8]1[C:13]([CH3:14])=[CH:12][C:11](/[C:15](/[CH2:18][CH3:19])=[CH:16]/[CH3:17])=[CH:10][N:9]=1)([CH3:4])([CH3:3])[CH3:2], predict the reaction product. The product is: [C:1]([O:5][C:6](=[O:20])[NH:7][C:8]1[C:13]([CH3:14])=[CH:12][C:11]([CH:15]([CH2:18][CH3:19])[CH2:16][CH3:17])=[CH:10][N:9]=1)([CH3:3])([CH3:4])[CH3:2]. (8) The product is: [C:49]([C:51]1[CH:56]=[CH:55][CH:54]=[CH:53][C:52]=1[C:57]1[CH:62]=[CH:61][CH:60]=[C:59]([NH:63][C:22]([C:17]2[C:18](=[O:21])[O:19][C:20]3[C:15]([CH:16]=2)=[CH:14][CH:13]=[CH:12][C:11]=3[OH:10])=[O:24])[CH:58]=1)#[N:50]. Given the reactants CCN(C(C)C)C(C)C.[OH:10][C:11]1[CH:12]=[CH:13][CH:14]=[C:15]2[C:20]=1[O:19][C:18](=[O:21])[C:17]([C:22]([OH:24])=O)=[CH:16]2.CN(C(ON1N=NC2C=CC=NC1=2)=[N+](C)C)C.F[P-](F)(F)(F)(F)F.[C:49]([C:51]1[CH:56]=[CH:55][CH:54]=[CH:53][C:52]=1[C:57]1[CH:62]=[CH:61][CH:60]=[C:59]([NH2:63])[CH:58]=1)#[N:50], predict the reaction product. (9) Given the reactants C[NH:2][C:3]([C:5]1[CH:10]=[C:9]([O:11][C:12]2[CH:17]=[CH:16][C:15]([NH2:18])=[CH:14][CH:13]=2)[CH:8]=[CH:7][N:6]=1)=[O:4].NC1C=CC(O)=CC=1.CNC(C1C=C([Cl:37])C=CN=1)=O, predict the reaction product. The product is: [NH2:18][C:15]1[CH:16]=[CH:17][C:12]([O:11][C:9]2[CH:8]=[CH:7][N:6]=[C:5]([C:3]([NH2:2])=[O:4])[CH:10]=2)=[CH:13][C:14]=1[Cl:37].